This data is from Forward reaction prediction with 1.9M reactions from USPTO patents (1976-2016). The task is: Predict the product of the given reaction. (1) Given the reactants [CH3:1][C:2]1[C:3]([C:24]2[CH:29]=[CH:28][CH:27]=[C:26]([C:30]([F:33])([F:32])[F:31])[CH:25]=2)=[N:4][C:5]2[C:10]([C:11]=1[C:12]([O:14][CH3:15])=[O:13])=[CH:9][C:8]([S:16]([CH:19]([CH3:21])[CH3:20])(=[O:18])=[O:17])=[C:7]([O:22][CH3:23])[CH:6]=2.C1C(=O)N([Br:41])C(=O)C1, predict the reaction product. The product is: [Br:41][CH2:1][C:2]1[C:3]([C:24]2[CH:29]=[CH:28][CH:27]=[C:26]([C:30]([F:32])([F:31])[F:33])[CH:25]=2)=[N:4][C:5]2[C:10]([C:11]=1[C:12]([O:14][CH3:15])=[O:13])=[CH:9][C:8]([S:16]([CH:19]([CH3:21])[CH3:20])(=[O:18])=[O:17])=[C:7]([O:22][CH3:23])[CH:6]=2. (2) Given the reactants [C:1]([C:3]1[CH:4]=[C:5]([C:9]2[CH:14]=[CH:13][CH:12]=[C:11]([CH2:15][N:16]3[CH2:21][CH2:20][N:19]([C:22]([O:24][C:25]([CH3:28])([CH3:27])[CH3:26])=[O:23])[CH2:18][CH2:17]3)[CH:10]=2)[CH:6]=[CH:7][CH:8]=1)#[N:2].B, predict the reaction product. The product is: [NH2:2][CH2:1][C:3]1[CH:4]=[C:5]([C:9]2[CH:14]=[CH:13][CH:12]=[C:11]([CH2:15][N:16]3[CH2:17][CH2:18][N:19]([C:22]([O:24][C:25]([CH3:28])([CH3:27])[CH3:26])=[O:23])[CH2:20][CH2:21]3)[CH:10]=2)[CH:6]=[CH:7][CH:8]=1. (3) Given the reactants [CH2:1]([O:8][N:9]([CH2:12][C:13]1[CH:18]=[C:17]([Cl:19])[C:16]([OH:20])=[C:15]([Cl:21])[CH:14]=1)[CH:10]=[O:11])[C:2]1[CH:7]=[CH:6][CH:5]=[CH:4][CH:3]=1.[CH2:22](O)[CH2:23][CH2:24][CH3:25].C1C=CC(P(C2C=CC=CC=2)C2C=CC=CC=2)=CC=1.CCOC(/N=N/C(OCC)=O)=O, predict the reaction product. The product is: [CH2:1]([O:8][N:9]([CH2:12][C:13]1[CH:14]=[C:15]([Cl:21])[C:16]([O:20][CH2:22][CH2:23][CH2:24][CH3:25])=[C:17]([Cl:19])[CH:18]=1)[CH:10]=[O:11])[C:2]1[CH:7]=[CH:6][CH:5]=[CH:4][CH:3]=1. (4) The product is: [NH2:1][C:2]1[CH:3]=[N:4][C:5]2[CH2:6][CH2:7][CH:8]([C:12]([CH3:15])([CH3:14])[CH3:13])[CH2:9][C:10]=2[CH:11]=1. Given the reactants [NH2:1][C:2]1[CH:3]=[N:4][C:5]2[CH2:6][CH2:7][CH2:8][CH2:9][C:10]=2[CH:11]=1.[C:12](C1CCC(=O)CC1)([CH3:15])([CH3:14])[CH3:13], predict the reaction product. (5) Given the reactants [F:1][C:2]1[CH:3]=[C:4]2[C:12](=[CH:13][CH:14]=1)[N:11]([CH2:15][C:16]1[CH:25]=[CH:24][C:19]([C:20]([O:22][CH3:23])=[O:21])=[CH:18][CH:17]=1)[C:10]1[CH2:9][CH2:8][C:7](=[CH2:26])[C:6](=[O:27])[C:5]2=1.[NH:28]1[CH2:33][CH2:32][O:31][CH2:30][CH2:29]1, predict the reaction product. The product is: [F:1][C:2]1[CH:3]=[C:4]2[C:12](=[CH:13][CH:14]=1)[N:11]([CH2:15][C:16]1[CH:25]=[CH:24][C:19]([C:20]([O:22][CH3:23])=[O:21])=[CH:18][CH:17]=1)[C:10]1[CH2:9][CH2:8][CH:7]([CH2:26][N:28]3[CH2:33][CH2:32][O:31][CH2:30][CH2:29]3)[C:6](=[O:27])[C:5]2=1.